This data is from Forward reaction prediction with 1.9M reactions from USPTO patents (1976-2016). The task is: Predict the product of the given reaction. Given the reactants C(O[C:6]([N:8]1[CH2:12][C@H:11]([NH:13][C:14](=[O:19])[C:15]([F:18])([F:17])[F:16])[CH2:10][C@H:9]1[CH2:20][O:21][C:22]1[CH:31]=[CH:30][C:25]([C:26]([O:28][CH3:29])=[O:27])=[CH:24][CH:23]=1)=[O:7])(C)(C)C.C(O)(C(F)(F)F)=[O:33].C1[CH:40]=[CH:41][C:42]2N(O)N=N[C:43]=2[CH:44]=1.C(N([CH2:54][CH3:55])CC)C.[CH3:56][CH2:57][N:58]=[C:59]=[N:60][CH2:61][CH2:62][CH2:63]N(C)C.Cl.C1[CH2:72][O:71][CH2:70][CH2:69]1, predict the reaction product. The product is: [CH3:72][O:71][C:70]1[CH:69]=[C:54]([CH2:55][C:6]([N:8]2[CH2:12][C@H:11]([NH:13][C:14](=[O:19])[C:15]([F:16])([F:17])[F:18])[CH2:10][C@H:9]2[CH2:20][O:21][C:22]2[CH:23]=[CH:24][C:25]([C:26]([O:28][CH3:29])=[O:27])=[CH:30][CH:31]=2)=[O:7])[CH:63]=[CH:62][C:61]=1[NH:60][C:59]([NH:58][C:57]1[CH:56]=[CH:44][CH:43]=[CH:42][C:41]=1[CH3:40])=[O:33].